From a dataset of Full USPTO retrosynthesis dataset with 1.9M reactions from patents (1976-2016). Predict the reactants needed to synthesize the given product. (1) Given the product [CH3:9][O:10][C:11]1[N:16]=[CH:15][C:14]([C:17]2[N:1]([C:3]3[CH:4]=[N:5][CH:6]=[CH:7][CH:8]=3)[N:2]=[C:19]([C:20]([O:22][CH3:23])=[O:21])[CH:18]=2)=[CH:13][CH:12]=1, predict the reactants needed to synthesize it. The reactants are: [NH:1]([C:3]1[CH:4]=[N:5][CH:6]=[CH:7][CH:8]=1)[NH2:2].[CH3:9][O:10][C:11]1[N:16]=[CH:15][C:14]([C:17](=O)[CH2:18][C:19](=O)[C:20]([O:22][CH3:23])=[O:21])=[CH:13][CH:12]=1.C(O)(=O)C. (2) Given the product [Cl:1][C:2]1[CH:7]=[C:6]([I:8])[CH:5]=[CH:4][C:3]=1[N:9]1[C:10]([CH3:11])=[N:18][N:17]=[N:16]1, predict the reactants needed to synthesize it. The reactants are: [Cl:1][C:2]1[CH:7]=[C:6]([I:8])[CH:5]=[CH:4][C:3]=1[NH:9][C:10](=O)[CH3:11].C(Cl)Cl.[N-:16]=[N+:17]=[N-:18].[Na+].FC(F)(F)S(OS(C(F)(F)F)(=O)=O)(=O)=O. (3) Given the product [F:1][C:2]1[CH:3]=[C:4]([CH:5]=[CH:6][CH:7]=1)[O:8][CH2:10][CH2:11][CH2:12][C:13]([OH:15])=[O:14], predict the reactants needed to synthesize it. The reactants are: [F:1][C:2]1[CH:3]=[C:4]([OH:8])[CH:5]=[CH:6][CH:7]=1.Br[CH2:10][CH2:11][CH2:12][C:13]([O:15]CC)=[O:14].C(=O)([O-])[O-].[K+].[K+].[OH-].[Na+].Cl. (4) Given the product [CH2:1]([N:3]1[C:7](=[O:8])[C:6](=[CH:9][C:10]2[CH:15]=[CH:14][CH:13]=[CH:12][C:11]=2[OH:16])[N:5]=[C:4]1[CH3:18])[CH3:2], predict the reactants needed to synthesize it. The reactants are: [CH2:1]([N:3]1[C:7](=[O:8])[C:6](=[CH:9][C:10]2[CH:15]=[CH:14][CH:13]=[CH:12][C:11]=2[O:16]C)[N:5]=[C:4]1[CH3:18])[CH3:2].B(Br)(Br)Br. (5) Given the product [F:1][C:2]1[CH:3]=[CH:4][C:5]([CH2:8][O:9][C:10]2[CH:11]=[N:12][N:13]([C:17]3[CH:22]=[CH:21][C:20]4[C:23]5[CH2:24][NH:25][CH2:26][CH2:27][CH2:28][C:29]=5[O:30][C:19]=4[CH:18]=3)[C:14](=[O:16])[CH:15]=2)=[N:6][CH:7]=1, predict the reactants needed to synthesize it. The reactants are: [F:1][C:2]1[CH:3]=[CH:4][C:5]([CH2:8][O:9][C:10]2[CH:11]=[N:12][N:13]([C:17]3[CH:22]=[CH:21][C:20]4[C:23]5[CH2:24][N:25](C(OC(C)(C)C)=O)[CH2:26][CH2:27][CH2:28][C:29]=5[O:30][C:19]=4[CH:18]=3)[C:14](=[O:16])[CH:15]=2)=[N:6][CH:7]=1.Cl.C([O-])(O)=O.[Na+]. (6) The reactants are: [NH2:1][C:2]1[CH:13]=[CH:12][CH:11]=[CH:10][C:3]=1[C:4]([NH:6][CH2:7][C:8]#[CH:9])=[O:5].CN(C)C=O.C(=O)([O-])[O-].[K+].[K+].[Cl:25][C:26]1[N:31]=[C:30](Cl)[C:29]([Cl:33])=[CH:28][N:27]=1. Given the product [Cl:25][C:26]1[N:31]=[C:30]([NH:1][C:2]2[CH:13]=[CH:12][CH:11]=[CH:10][C:3]=2[C:4]([NH:6][CH2:7][C:8]#[CH:9])=[O:5])[C:29]([Cl:33])=[CH:28][N:27]=1, predict the reactants needed to synthesize it.